This data is from Forward reaction prediction with 1.9M reactions from USPTO patents (1976-2016). The task is: Predict the product of the given reaction. (1) Given the reactants [CH3:1][O:2][CH:3]([O:19][CH3:20])[C@@:4]1([CH3:18])[C@@H:9]2[O:10][C@@H:8]2[C:7]2[CH:11]=[C:12]([N+:15]([O-:17])=[O:16])[CH:13]=[CH:14][C:6]=2[O:5]1.[Cl:21][C:22]1[CH:27]=[CH:26][C:25]([NH:28][CH2:29][C:30]2[NH:31][CH:32]=[CH:33][N:34]=2)=[CH:24][CH:23]=1, predict the reaction product. The product is: [CH3:1][O:2][CH:3]([O:19][CH3:20])[C@@:4]1([CH3:18])[C@H:9]([OH:10])[C@@H:8]([N:28]([C:25]2[CH:26]=[CH:27][C:22]([Cl:21])=[CH:23][CH:24]=2)[CH2:29][C:30]2[NH:31][CH:32]=[CH:33][N:34]=2)[C:7]2[CH:11]=[C:12]([N+:15]([O-:17])=[O:16])[CH:13]=[CH:14][C:6]=2[O:5]1. (2) Given the reactants C([O:3][C:4]([C:6]1([NH:16][C:17]([C:19]2[C:28]3[CH2:27][CH2:26][CH2:25][CH2:24][C:23]=3[CH:22]=[CH:21][CH:20]=2)=[O:18])[CH2:14][C:13]2[CH:12]=[N:11][C:10]([CH3:15])=[CH:9][C:8]=2[CH2:7]1)=[O:5])C.[OH-].[K+], predict the reaction product. The product is: [CH3:15][C:10]1[N:11]=[CH:12][C:13]2[CH2:14][C:6]([NH:16][C:17]([C:19]3[C:28]4[CH2:27][CH2:26][CH2:25][CH2:24][C:23]=4[CH:22]=[CH:21][CH:20]=3)=[O:18])([C:4]([OH:5])=[O:3])[CH2:7][C:8]=2[CH:9]=1.